This data is from Catalyst prediction with 721,799 reactions and 888 catalyst types from USPTO. The task is: Predict which catalyst facilitates the given reaction. (1) Reactant: Cl[C:2]1[C:7]([N+:8]([O-:10])=[O:9])=[CH:6][CH:5]=[CH:4][N:3]=1.[CH3:11][O:12][C:13](=[O:24])[CH2:14][C:15]1[C:20]([Cl:21])=[CH:19][C:18]([NH2:22])=[CH:17][C:16]=1[Cl:23].Cl.O1CCOCC1. Product: [CH3:11][O:12][C:13](=[O:24])[CH2:14][C:15]1[C:16]([Cl:23])=[CH:17][C:18]([NH:22][C:2]2[C:7]([N+:8]([O-:10])=[O:9])=[CH:6][CH:5]=[CH:4][N:3]=2)=[CH:19][C:20]=1[Cl:21]. The catalyst class is: 71. (2) Reactant: [Cl:1][C:2]1[N:7]=[C:6]([Cl:8])[CH:5]=[CH:4][N:3]=1.[CH2:9]([NH:11][CH3:12])[CH3:10]. Product: [Cl:1][C:2]1[N:7]=[C:6]([N:11]([CH2:9][CH3:10])[CH3:12])[CH:5]=[CH:4][N:3]=1.[Cl:8][C:6]1[CH:5]=[CH:4][N:3]=[C:2]([N:11]([CH2:9][CH3:10])[CH3:12])[N:7]=1. The catalyst class is: 1.